Task: Predict the reactants needed to synthesize the given product.. Dataset: Full USPTO retrosynthesis dataset with 1.9M reactions from patents (1976-2016) The reactants are: Cl.[NH2:2]N.[F:4][C:5]1[CH:24]=[CH:23][C:8]([CH2:9][CH:10]([C:20](=O)[CH3:21])[C:11](=[N:17]OC)[C:12]([O:14][CH2:15][CH3:16])=[O:13])=[CH:7][CH:6]=1. Given the product [F:4][C:5]1[CH:24]=[CH:23][C:8]([CH2:9][C:10]2[C:20]([CH3:21])=[N:2][NH:17][C:11]=2[C:12]([O:14][CH2:15][CH3:16])=[O:13])=[CH:7][CH:6]=1, predict the reactants needed to synthesize it.